This data is from Acute oral toxicity (LD50) regression data from Zhu et al.. The task is: Regression/Classification. Given a drug SMILES string, predict its toxicity properties. Task type varies by dataset: regression for continuous values (e.g., LD50, hERG inhibition percentage) or binary classification for toxic/non-toxic outcomes (e.g., AMES mutagenicity, cardiotoxicity, hepatotoxicity). Dataset: ld50_zhu. The molecule is COC(C1=NCCCN1)c1ccc2ccccc2c1. The rat oral LD50 is 2.77, given as -log10 of the dose in mol/kg body weight (higher means more acutely toxic).